This data is from Full USPTO retrosynthesis dataset with 1.9M reactions from patents (1976-2016). The task is: Predict the reactants needed to synthesize the given product. (1) Given the product [F:8][C:6]1[CH:7]=[C:2]([B:11]2[O:15][C:14]([CH3:17])([CH3:16])[C:13]([CH3:19])([CH3:18])[O:12]2)[CH:3]=[C:4]([F:10])[C:5]=1[OH:9], predict the reactants needed to synthesize it. The reactants are: Br[C:2]1[CH:7]=[C:6]([F:8])[C:5]([OH:9])=[C:4]([F:10])[CH:3]=1.[B:11]1([B:11]2[O:15][C:14]([CH3:17])([CH3:16])[C:13]([CH3:19])([CH3:18])[O:12]2)[O:15][C:14]([CH3:17])([CH3:16])[C:13]([CH3:19])([CH3:18])[O:12]1.C([O-])(=O)C.[K+].N#N. (2) Given the product [C:1](/[CH:3]=[CH:4]/[S:5]([C:8]1[CH:9]=[CH:10][C:11]([C:14]([CH3:19])([CH3:18])[C:15]([N:26]([CH2:25][C:24]2[CH:28]=[CH:29][C:21]([F:20])=[CH:22][CH:23]=2)[CH3:27])=[O:17])=[CH:12][CH:13]=1)(=[O:6])=[O:7])#[N:2], predict the reactants needed to synthesize it. The reactants are: [C:1](/[CH:3]=[CH:4]/[S:5]([C:8]1[CH:13]=[CH:12][C:11]([C:14]([CH3:19])([CH3:18])[C:15]([OH:17])=O)=[CH:10][CH:9]=1)(=[O:7])=[O:6])#[N:2].[F:20][C:21]1[CH:29]=[CH:28][C:24]([CH2:25][NH:26][CH3:27])=[CH:23][CH:22]=1.Cl.CN(C)CCCN=C=NCC.ON1C2C=CC=CC=2N=N1. (3) Given the product [CH2:27]([O:34][C:35](=[O:49])[NH:36][C@H:37]([CH2:40][NH:41][C:42]([O:44][C:45]([CH3:48])([CH3:47])[CH3:46])=[O:43])[CH2:38][I:20])[C:28]1[CH:33]=[CH:32][CH:31]=[CH:30][CH:29]=1, predict the reactants needed to synthesize it. The reactants are: C1(P(C2C=CC=CC=2)C2C=CC=CC=2)C=CC=CC=1.[I:20]I.N1C=CN=C1.[CH2:27]([O:34][C:35](=[O:49])[NH:36][C@H:37]([CH2:40][NH:41][C:42]([O:44][C:45]([CH3:48])([CH3:47])[CH3:46])=[O:43])[CH2:38]O)[C:28]1[CH:33]=[CH:32][CH:31]=[CH:30][CH:29]=1. (4) Given the product [CH2:7]([O:14][N:15]1[C:21](=[O:22])[N:20]2[CH2:23][C@H:16]1[CH2:17][CH2:18][C@H:19]2[C:24]1[O:25][C:26]([CH:29]2[CH2:34][CH2:33][N:32]([CH3:1])[CH2:31][CH2:30]2)=[N:27][N:28]=1)[C:8]1[CH:9]=[CH:10][CH:11]=[CH:12][CH:13]=1, predict the reactants needed to synthesize it. The reactants are: [C:1]([O-])([O-])=O.[K+].[K+].[CH2:7]([O:14][N:15]1[C:21](=[O:22])[N:20]2[CH2:23][C@H:16]1[CH2:17][CH2:18][C@H:19]2[C:24]1[O:25][C:26]([CH:29]2[CH2:34][CH2:33][NH:32][CH2:31][CH2:30]2)=[N:27][N:28]=1)[C:8]1[CH:13]=[CH:12][CH:11]=[CH:10][CH:9]=1.COS(OC)(=O)=O. (5) Given the product [Br:1][C:2]1[CH:10]=[CH:9][C:5]([C:6]([NH:20][CH2:19][C:18]([F:22])([F:21])[F:17])=[O:8])=[CH:4][C:3]=1[O:11][CH2:12][C:13]([F:16])([F:15])[F:14], predict the reactants needed to synthesize it. The reactants are: [Br:1][C:2]1[CH:10]=[CH:9][C:5]([C:6]([OH:8])=O)=[CH:4][C:3]=1[O:11][CH2:12][C:13]([F:16])([F:15])[F:14].[F:17][C:18]([F:22])([F:21])[CH2:19][NH2:20].CN(C(ON1N=NC2C=CC=NC1=2)=[N+](C)C)C.F[P-](F)(F)(F)(F)F.CCN(C(C)C)C(C)C.C(=O)(O)[O-].[Na+]. (6) Given the product [Cl:9][C:5]1[C:6]([NH:15][C:14]2[CH:16]=[CH:17][C:11]([Cl:10])=[CH:12][CH:13]=2)=[N:7][C:2]([N:20]2[C:19]([CH3:18])=[CH:23][C:22]([CH3:24])=[N:21]2)=[N:3][CH:4]=1, predict the reactants needed to synthesize it. The reactants are: Cl[C:2]1[N:7]=[C:6](Cl)[C:5]([Cl:9])=[CH:4][N:3]=1.[Cl:10][C:11]1[CH:17]=[CH:16][C:14]([NH2:15])=[CH:13][CH:12]=1.[CH3:18][C:19]1[CH:23]=[C:22]([CH3:24])[NH:21][N:20]=1. (7) The reactants are: [I:1]N1C(=O)CCC1=O.[Br:9][C:10]1[CH:19]=[CH:18][C:17]([Cl:20])=[C:16]2[C:11]=1[CH2:12][CH2:13][NH:14][C:15]2=[O:21]. Given the product [Br:9][C:10]1[CH:19]=[C:18]([I:1])[C:17]([Cl:20])=[C:16]2[C:11]=1[CH2:12][CH2:13][NH:14][C:15]2=[O:21], predict the reactants needed to synthesize it. (8) Given the product [F:1][C:2]1[C:11]([CH2:12][Br:17])=[CH:10][C:9]2[C:8]([CH3:14])([CH3:13])[CH2:7][CH2:6][C:5]([CH3:16])([CH3:15])[C:4]=2[CH:3]=1, predict the reactants needed to synthesize it. The reactants are: [F:1][C:2]1[C:11]([CH3:12])=[CH:10][C:9]2[C:8]([CH3:14])([CH3:13])[CH2:7][CH2:6][C:5]([CH3:16])([CH3:15])[C:4]=2[CH:3]=1.[Br:17]N1C(=O)CCC1=O.